This data is from Experimentally validated miRNA-target interactions with 360,000+ pairs, plus equal number of negative samples. The task is: Binary Classification. Given a miRNA mature sequence and a target amino acid sequence, predict their likelihood of interaction. (1) The miRNA is hsa-miR-4703-3p with sequence UGUAGUUGUAUUGUAUUGCCAC. The protein sequence of the target gene is MEHRKPGTGQRAPKDEKEMVRRAIQKELKIKEGMENMRRVATDRRHLGHVQQLLRASNRRLEQLHGELRELHAQVLLPASAEPVTSEPQPRAEQSRARLSEALHRQLQVELKVKQGAENMIHTCASGTPKERKLLAAAQQMLKDSQLKVALLRMKISSLESSGSPEPGPDLLAEELQHRLRVEAAVAAGAKNVVKLLGGQRMQDRKALAEAQAQLQESSQKLDLLRLALELLLERLPPTHSLRSRVTQELWMAMLGNPQPLGTLVKPIALTGTLQVRLLGCKDLLVAVPGRSPMAVLAGS.... Result: 0 (no interaction). (2) The miRNA is hsa-miR-5590-3p with sequence AAUAAAGUUCAUGUAUGGCAA. The protein sequence of the target gene is MNRSFHKSQTLRFYDCSAVEVKSKFGAEFRRFSLDRHKPGKFEDFYKLVVHTHHISNSDVTIGYADVHGDLLPINNDDNFCKAVSSANPLLRVFIQKREEAERGSLGAGSLCRRRRALGALRDEGPRRRAHLDIGLPRDFRPVSSIIDVDLVPETHRRVRLHRHGCEKPLGFYIRDGASVRVTPHGLEKVPGIFISRMVPGGLAESTGLLAVNDEVLEVNGIEVAGKTLDQVTDMMIANSHNLIVTVKPANQRNNVVRGGRALGSSGPPSDGTAGFVGPPAPRVLQNFHPDEAESDEDND.... Result: 0 (no interaction). (3) The miRNA is mmu-miR-448-3p with sequence UUGCAUAUGUAGGAUGUCCCAU. The protein sequence of the target gene is MASSTPSPATSSNAGADPNTTNLRPTTYDTWCGVAHGCTRKLGLKICGFLQRTNSLEEKSRLVSAFRERQSSKNLLSCENSDQGARFRRTETDFSNLFAQDLLPAKNGEEQTAQFLLEVVDILLNYVRKTFDRSTKVLDFHHPHQLLEGMEGFNLELSDHPESLEQILVDCRDTLKYGVRTGHPRFFNQLSTGLDIIGLAGEWLTSTANTNMFTYEIAPVFVLMEQITLKKMREIVGWSNKDGDGIFSPGGAISNMYSIMAARYKYFPEVKTKGMAAVPKLVLFTSEHSHYSIKKAGAAL.... Result: 0 (no interaction). (4) The protein sequence of the target gene is MEEEMQPAEEGPSVPKIYKQRSPYSVLKTFPSKRPALAKRYERPTLVELPHVRAPPPPPPPFAPHAAVSISSSEPPPQQFQAQSSYPPGPGRAAAAASSSSPSCTPATSQGHLRTPAQPPPASPAASSSSSFAAVVRYGPGAAAAAGTGGTGSDSASLELSAESRMILDAFAQQCSRVLSLLNCGGKLLDSNHSQSMISCVKQEGSSYNERQEHCHIGKGVHSQTSDNVDIEMQYMQRKQQTSAFLRVFTDSLQNYLLSGSFPTPNPSSASEYGHLADVDPLSTSPVHTLGGWTSPATSE.... Result: 0 (no interaction). The miRNA is hsa-miR-6869-5p with sequence GUGAGUAGUGGCGCGCGGCGGC. (5) The miRNA is hsa-miR-1277-5p with sequence AAAUAUAUAUAUAUAUGUACGUAU. The protein sequence of the target gene is MAYDDSVKKEDCFDGDHTFEDIGLAAGRSQREKKRSYKDFLREEEEIAAQVRNSSKKKLKDSELYFLGTDTHKKKRKHSSDDYYYGDISSLESSQKKKKKSSPQSTDTAMDLLKAITSPLAAGSKPSKKTGEKSSGSSSHSESKKEHHRKKVSGSSGELPLEDGGSHKSKKMKPLYVNTETLTLREPDGLKMKLILSPKEKGSSSVDEESFQYPSQQATVKKSSKKSARDEQGALLLGHELQSFLKTARKKHKSSSDAHSSPGPEGCGSDASQFAESHSANLDLSGLEPILVESDSSSGG.... Result: 1 (interaction).